This data is from Forward reaction prediction with 1.9M reactions from USPTO patents (1976-2016). The task is: Predict the product of the given reaction. (1) Given the reactants [Cl:1][C:2]1[CH:7]=[C:6]([OH:8])[CH:5]=[CH:4][C:3]=1[CH:9]([CH3:26])[C:10]([C:16]1[CH:23]=[C:22]([CH3:24])[C:19]([C:20]#[N:21])=[C:18]([CH3:25])[CH:17]=1)([OH:15])[C:11]([F:14])([F:13])[F:12].[CH3:27][O:28][C:29](=[O:38])[C:30]1[CH:35]=[C:34]([Cl:36])[C:33](Cl)=[N:32][CH:31]=1.C(=O)([O-])[O-].[Cs+].[Cs+], predict the reaction product. The product is: [CH3:27][O:28][C:29](=[O:38])[C:30]1[CH:35]=[C:34]([Cl:36])[C:33]([O:8][C:6]2[CH:5]=[CH:4][C:3]([CH:9]([CH3:26])[C:10]([C:16]3[CH:17]=[C:18]([CH3:25])[C:19]([C:20]#[N:21])=[C:22]([CH3:24])[CH:23]=3)([OH:15])[C:11]([F:14])([F:12])[F:13])=[C:2]([Cl:1])[CH:7]=2)=[N:32][CH:31]=1. (2) The product is: [N+:11]([C:8]1[CH:9]=[CH:10][C:5]([C:3]2[N:15]=[C:14]([CH:17]3[CH2:22][CH2:21][N:20]([C:23]([O:25][C:26]([CH3:29])([CH3:28])[CH3:27])=[O:24])[CH2:19][CH2:18]3)[S:16][CH:2]=2)=[CH:6][CH:7]=1)([O-:13])=[O:12]. Given the reactants Br[CH2:2][C:3]([C:5]1[CH:10]=[CH:9][C:8]([N+:11]([O-:13])=[O:12])=[CH:7][CH:6]=1)=O.[C:14]([CH:17]1[CH2:22][CH2:21][N:20]([C:23]([O:25][C:26]([CH3:29])([CH3:28])[CH3:27])=[O:24])[CH2:19][CH2:18]1)(=[S:16])[NH2:15], predict the reaction product. (3) Given the reactants [Cl:1][CH2:2][C@H:3]1[O:7][C@@H:6]([N:8]2[C:17]3[N:16]=[CH:15][N:14]=[C:12]([NH2:13])[C:11]=3[N:10]=[C:9]2[CH3:18])[C@H:5]([OH:19])[C@@H:4]1[OH:20].N1C=CC=C[CH:22]=1.O=S(Cl)Cl, predict the reaction product. The product is: [Cl:1][CH2:2][C@H:3]1[O:7][C@@H:6]([N:8]2[C:17]3[N:16]=[CH:15][N:14]=[C:12]([NH2:13])[C:11]=3[N:10]=[C:9]2[CH2:18][CH3:22])[C@H:5]([OH:19])[C@@H:4]1[OH:20]. (4) Given the reactants CCN(C(C)C)C(C)C.C1CN([P+](ON2N=NC3C=CC=CC2=3)(N2CCCC2)N2CCCC2)CC1.F[P-](F)(F)(F)(F)F.[CH2:43]([C:45]1[N:50]=[CH:49][NH:48][C:47](=O)[CH:46]=1)[CH3:44].[C:52]([O:56][C:57]([N:59]1[CH2:64][CH2:63][NH:62][CH2:61][CH2:60]1)=[O:58])([CH3:55])([CH3:54])[CH3:53], predict the reaction product. The product is: [C:52]([O:56][C:57]([N:59]1[CH2:64][CH2:63][N:62]([C:47]2[CH:46]=[C:45]([CH2:43][CH3:44])[N:50]=[CH:49][N:48]=2)[CH2:61][CH2:60]1)=[O:58])([CH3:55])([CH3:53])[CH3:54]. (5) Given the reactants [CH3:1][O:2][C:3]([C:5]1[NH:6][C:7]2[C:12]([CH:13]=1)=[CH:11][CH:10]=[CH:9][CH:8]=2)=[O:4].[CH3:14][O:15][C:16]1[CH:21]=[CH:20][C:19](B(O)O)=[CH:18][CH:17]=1.N1C=CC=CC=1.C([O-])(O)=O.[Na+], predict the reaction product. The product is: [CH3:1][O:2][C:3]([C:5]1[N:6]([C:19]2[CH:20]=[CH:21][C:16]([O:15][CH3:14])=[CH:17][CH:18]=2)[C:7]2[C:12]([CH:13]=1)=[CH:11][CH:10]=[CH:9][CH:8]=2)=[O:4].